From a dataset of Forward reaction prediction with 1.9M reactions from USPTO patents (1976-2016). Predict the product of the given reaction. (1) Given the reactants [Cl:1][C:2]1[CH:3]=[C:4]([CH:30]=[CH:31][C:32]=1[Cl:33])[C:5]([NH:7][C:8]1[CH:9]=[CH:10][C:11]([O:14][C:15]2[CH:20]=[CH:19][C:18]([CH2:21][CH2:22][CH2:23][CH2:24][C:25](OCC)=[O:26])=[CH:17][CH:16]=2)=[N:12][CH:13]=1)=[O:6].[BH4-].[Na+].Cl, predict the reaction product. The product is: [Cl:1][C:2]1[CH:3]=[C:4]([CH:30]=[CH:31][C:32]=1[Cl:33])[C:5]([NH:7][C:8]1[CH:13]=[N:12][C:11]([O:14][C:15]2[CH:20]=[CH:19][C:18]([CH2:21][CH2:22][CH2:23][CH2:24][CH2:25][OH:26])=[CH:17][CH:16]=2)=[CH:10][CH:9]=1)=[O:6]. (2) Given the reactants [OH:1][CH2:2][CH:3]1[CH2:12][N:7]2[CH2:8][CH2:9][NH:10][CH2:11][CH:6]2[CH2:5][CH2:4]1.Cl[C:14]1[CH:19]=[N:18][CH:17]=[CH:16][N:15]=1.[C:20]1(O)[CH:25]=[CH:24][CH:23]=[CH:22][CH:21]=1, predict the reaction product. The product is: [O:1]([CH2:2][CH:3]1[CH2:12][N:7]2[CH2:8][CH2:9][N:10]([C:14]3[CH:19]=[N:18][CH:17]=[CH:16][N:15]=3)[CH2:11][CH:6]2[CH2:5][CH2:4]1)[C:20]1[CH:25]=[CH:24][CH:23]=[CH:22][CH:21]=1. (3) The product is: [Br:1][C:15]1[CH:16]=[C:10]([F:9])[CH:11]=[C:12]([CH3:17])[C:13]=1[NH2:14]. Given the reactants [Br:1]N1C(=O)CCC1=O.[F:9][C:10]1[CH:16]=[CH:15][C:13]([NH2:14])=[C:12]([CH3:17])[CH:11]=1.O.C(OCC)(=O)C, predict the reaction product. (4) Given the reactants [F:1][C:2]1[CH:3]=[C:4](B(O)O)[CH:5]=[CH:6][C:7]=1[F:8].C([O:15][C@@H:16]1[C@@H:29]([O:30]C(=O)C)[C@H:28]([O:34]C(=O)C)[CH2:27][S:26][C@H:17]1[O:18][C:19]1[CH:20]=[N:21][CH:22]=[C:23](Br)[CH:24]=1)(=O)C, predict the reaction product. The product is: [O:18]([C:19]1[CH:20]=[N:21][CH:22]=[C:23]([C:4]2[CH:5]=[CH:6][C:7]([F:8])=[C:2]([F:1])[CH:3]=2)[CH:24]=1)[C@@H:17]1[S:26][CH2:27][C@@H:28]([OH:34])[C@H:29]([OH:30])[C@H:16]1[OH:15]. (5) Given the reactants [NH2:1][C:2]1[CH:3]=[C:4]([CH:8]=[C:9]([C:11]2[CH2:12][CH2:13][O:14][CH2:15][CH:16]=2)[CH:10]=1)[C:5]([OH:7])=[O:6].[CH3:17][O:18][C:19]1[N:24]=[C:23]([O:25][CH3:26])[C:22]([C:27]2[CH:36]=[C:35]3[C:30]([C:31](Cl)=[C:32]([C:37]([NH2:39])=[O:38])[CH:33]=[N:34]3)=[CH:29][CH:28]=2)=[CH:21][N:20]=1, predict the reaction product. The product is: [NH2:39][C:37]([C:32]1[CH:33]=[N:34][C:35]2[C:30]([C:31]=1[NH:1][C:2]1[CH:3]=[C:4]([CH:8]=[C:9]([C:11]3[CH2:16][CH2:15][O:14][CH2:13][CH:12]=3)[CH:10]=1)[C:5]([OH:7])=[O:6])=[CH:29][CH:28]=[C:27]([C:22]1[C:23]([O:25][CH3:26])=[N:24][C:19]([O:18][CH3:17])=[N:20][CH:21]=1)[CH:36]=2)=[O:38].